Dataset: NCI-60 drug combinations with 297,098 pairs across 59 cell lines. Task: Regression. Given two drug SMILES strings and cell line genomic features, predict the synergy score measuring deviation from expected non-interaction effect. (1) Drug 1: C1C(C(OC1N2C=C(C(=O)NC2=O)F)CO)O. Drug 2: C1CN(CCN1C(=O)CCBr)C(=O)CCBr. Cell line: SK-OV-3. Synergy scores: CSS=10.8, Synergy_ZIP=-0.419, Synergy_Bliss=3.81, Synergy_Loewe=1.43, Synergy_HSA=4.16. (2) Drug 1: CC(C1=C(C=CC(=C1Cl)F)Cl)OC2=C(N=CC(=C2)C3=CN(N=C3)C4CCNCC4)N. Drug 2: C1CCC(C(C1)N)N.C(=O)(C(=O)[O-])[O-].[Pt+4]. Cell line: SK-MEL-28. Synergy scores: CSS=9.27, Synergy_ZIP=1.91, Synergy_Bliss=9.38, Synergy_Loewe=4.86, Synergy_HSA=5.11. (3) Drug 1: CC(CN1CC(=O)NC(=O)C1)N2CC(=O)NC(=O)C2. Drug 2: C1C(C(OC1N2C=NC3=C(N=C(N=C32)Cl)N)CO)O. Cell line: OVCAR3. Synergy scores: CSS=16.0, Synergy_ZIP=-5.19, Synergy_Bliss=-4.39, Synergy_Loewe=-13.6, Synergy_HSA=-5.48. (4) Drug 1: CC(C)(C1=NC(=CC=C1)N2C3=NC(=NC=C3C(=O)N2CC=C)NC4=CC=C(C=C4)N5CCN(CC5)C)O. Drug 2: CN1C=C(C=N1)C2=C3N=C(C(=C(N3N=C2)N)Br)C4CCCNC4. Cell line: HT29. Synergy scores: CSS=82.7, Synergy_ZIP=21.2, Synergy_Bliss=20.0, Synergy_Loewe=17.3, Synergy_HSA=23.9. (5) Drug 1: CCC(=C(C1=CC=CC=C1)C2=CC=C(C=C2)OCCN(C)C)C3=CC=CC=C3.C(C(=O)O)C(CC(=O)O)(C(=O)O)O. Drug 2: CCCCCOC(=O)NC1=NC(=O)N(C=C1F)C2C(C(C(O2)C)O)O. Cell line: TK-10. Synergy scores: CSS=0.514, Synergy_ZIP=3.77, Synergy_Bliss=-2.13, Synergy_Loewe=-4.33, Synergy_HSA=-3.72. (6) Drug 2: C1C(C(OC1N2C=NC3=C2NC=NCC3O)CO)O. Cell line: SK-MEL-2. Drug 1: C1=CC(=CC=C1CCC2=CNC3=C2C(=O)NC(=N3)N)C(=O)NC(CCC(=O)O)C(=O)O. Synergy scores: CSS=15.2, Synergy_ZIP=-2.37, Synergy_Bliss=0.452, Synergy_Loewe=-14.8, Synergy_HSA=1.28. (7) Drug 1: C1=CC(=C2C(=C1NCCNCCO)C(=O)C3=C(C=CC(=C3C2=O)O)O)NCCNCCO. Drug 2: COC1=C2C(=CC3=C1OC=C3)C=CC(=O)O2. Cell line: SNB-19. Synergy scores: CSS=53.2, Synergy_ZIP=16.2, Synergy_Bliss=18.3, Synergy_Loewe=-16.1, Synergy_HSA=17.5.